The task is: Predict the product of the given reaction.. This data is from Forward reaction prediction with 1.9M reactions from USPTO patents (1976-2016). (1) Given the reactants [N+:1]([C:4]1[CH:5]=[N:6][N:7]([CH2:9][CH2:10][CH:11]=O)[CH:8]=1)([O-:3])=[O:2].[CH3:13][O:14][C:15]1[CH:16]=[C:17]2[C:21](=[CH:22][CH:23]=1)[NH:20][CH2:19][CH2:18]2.[BH4-].[Na+], predict the reaction product. The product is: [CH3:13][O:14][C:15]1[CH:16]=[C:17]2[C:21](=[CH:22][CH:23]=1)[N:20]([CH2:11][CH2:10][CH2:9][N:7]1[CH:8]=[C:4]([N+:1]([O-:3])=[O:2])[CH:5]=[N:6]1)[CH2:19][CH2:18]2. (2) Given the reactants [CH:1]([NH:4][CH2:5][C:6]([NH:8][CH2:9][C:10]1[CH:15]=[C:14]([C:16]2[CH:21]=[CH:20][C:19]([C:22]([F:25])([F:24])[F:23])=[CH:18][CH:17]=2)[N:13]=[CH:12][N:11]=1)=[O:7])([CH3:3])[CH3:2].C(N(CC)C(C)C)(C)C.[F:35][C:36]1[CH:41]=[CH:40][C:39]([S:42](Cl)(=[O:44])=[O:43])=[CH:38][CH:37]=1.C(OCC)(=O)C, predict the reaction product. The product is: [F:35][C:36]1[CH:41]=[CH:40][C:39]([S:42]([N:4]([CH:1]([CH3:3])[CH3:2])[CH2:5][C:6]([NH:8][CH2:9][C:10]2[CH:15]=[C:14]([C:16]3[CH:17]=[CH:18][C:19]([C:22]([F:24])([F:25])[F:23])=[CH:20][CH:21]=3)[N:13]=[CH:12][N:11]=2)=[O:7])(=[O:44])=[O:43])=[CH:38][CH:37]=1.[C:6]([NH2:8])(=[O:7])[CH3:5]. (3) The product is: [F:16][C:15]([F:18])([F:17])[C:14]1[C:8]([C:9]([O:11][CH2:12][CH3:13])=[O:10])=[CH:7][NH:3][N:2]=1. Given the reactants O.[NH2:2][NH2:3].C(O[CH:7]=[C:8]([C:14](=O)[C:15]([F:18])([F:17])[F:16])[C:9]([O:11][CH2:12][CH3:13])=[O:10])C, predict the reaction product. (4) Given the reactants [F:1][C:2]1[CH:3]=[C:4]2[C:8](=[CH:9][CH:10]=1)[CH:7](O)[CH2:6][CH2:5]2.[NH:12]1[CH:16]=[C:15]([C:17]([O:19][CH3:20])=[O:18])[N:14]=[CH:13]1.N(C(OC(C)C)=O)=NC(OC(C)C)=O, predict the reaction product. The product is: [CH3:20][O:19][C:17]([C:15]1[N:14]([CH:7]2[C:8]3[C:4](=[CH:3][C:2]([F:1])=[CH:10][CH:9]=3)[CH2:5][CH2:6]2)[CH:13]=[N:12][CH:16]=1)=[O:18]. (5) Given the reactants CCN(C(C)C)C(C)C.[C:10]([O:14][C:15]([N:17]1[CH2:22][CH2:21][CH:20]([C:23]2[CH:28]=[CH:27][C:26]([NH:29][C:30]3N=[C:34]([CH2:36][CH2:37][C:38]4[CH:43]=[CH:42][CH:41]=[C:40]([C:44]([F:47])([F:46])[F:45])[C:39]=4[CH2:48][C:49](O)=[O:50])[C:33]([C:52]([F:55])([F:54])[F:53])=[CH:32][N:31]=3)=[CH:25][CH:24]=2)[CH2:19][CH2:18]1)=[O:16])([CH3:13])([CH3:12])[CH3:11].C1C=CC2N(O)N=NC=2C=1.CCN=C=NCCCN(C)C.Cl.Cl.C(=O)([O-])[O-].[NH4+:83].[NH4+:84], predict the reaction product. The product is: [NH2:83][C:49](=[O:50])[CH2:48][C:39]1[C:40]([C:44]([F:45])([F:46])[F:47])=[CH:41][CH:42]=[CH:43][C:38]=1[CH2:37][CH2:36][C:34]1[C:33]([C:52]([F:55])([F:53])[F:54])=[CH:32][N:31]=[C:30]([NH:29][C:26]2[CH:27]=[CH:28][C:23]([CH:20]3[CH2:19][CH2:18][N:17]([C:15]([O:14][C:10]([CH3:13])([CH3:12])[CH3:11])=[O:16])[CH2:22][CH2:21]3)=[CH:24][CH:25]=2)[N:84]=1.